From a dataset of Full USPTO retrosynthesis dataset with 1.9M reactions from patents (1976-2016). Predict the reactants needed to synthesize the given product. Given the product [OH:32][C@H:26]([C:23]1[CH:24]=[CH:25][C:20]([C:16]2[C@@H:15]([CH2:14][CH2:13][CH2:12][C:9]3[S:8][C:7]([C:5]([OH:6])=[O:4])=[CH:11][CH:10]=3)[CH2:19][CH2:18][CH:17]=2)=[CH:21][CH:22]=1)[CH2:27][CH2:28][CH2:29][CH2:30][CH3:31], predict the reactants needed to synthesize it. The reactants are: [Li+].[OH-].C[O:4][C:5]([C:7]1[S:8][C:9]([CH2:12][CH2:13][CH2:14][C@H:15]2[CH2:19][CH2:18][CH:17]=[C:16]2[C:20]2[CH:25]=[CH:24][C:23]([C@@H:26]([OH:32])[CH2:27][CH2:28][CH2:29][CH2:30][CH3:31])=[CH:22][CH:21]=2)=[CH:10][CH:11]=1)=[O:6].